From a dataset of Forward reaction prediction with 1.9M reactions from USPTO patents (1976-2016). Predict the product of the given reaction. (1) The product is: [Br:17][C:12]1[CH:13]=[CH:14][CH:15]=[CH:16][C:11]=1[CH2:10][CH2:9][CH:8]([NH:7][S:37]([C:32]1[C:31]2[CH:30]=[CH:29][NH:28][C:36]=2[CH:35]=[CH:34][CH:33]=1)(=[O:38])=[O:39])[C:18]([N:20]1[CH2:21][CH2:22][CH:23]([CH3:26])[CH2:24][CH2:25]1)=[O:19]. Given the reactants C(OC(=O)[NH:7][CH:8]([C:18]([N:20]1[CH2:25][CH2:24][CH:23]([CH3:26])[CH2:22][CH2:21]1)=[O:19])[CH2:9][CH2:10][C:11]1[CH:16]=[CH:15][CH:14]=[CH:13][C:12]=1[Br:17])(C)(C)C.[NH:28]1[C:36]2[CH:35]=[CH:34][CH:33]=[C:32]([S:37](Cl)(=[O:39])=[O:38])[C:31]=2[CH:30]=[CH:29]1, predict the reaction product. (2) Given the reactants [CH3:1][O:2][C:3](=[O:23])/[C:4](/[CH2:13][C:14]1[CH:19]=[CH:18][C:17]([C:20](O)=[O:21])=[CH:16][CH:15]=1)=[C:5](/[CH:10]([CH3:12])[CH3:11])\[C:6]([O:8][CH3:9])=[O:7].ON1C2C=CC=CC=2N=N1.Cl.C(N=C=NCCCN(C)C)C.Cl.[C:47]([O:50][CH:51]1[CH2:56][CH2:55][NH:54][CH2:53][CH2:52]1)(=[O:49])[CH3:48].C(N(CC)CC)C, predict the reaction product. The product is: [CH3:1][O:2][C:3](=[O:23])/[C:4](/[CH2:13][C:14]1[CH:19]=[CH:18][C:17]([C:20]([N:54]2[CH2:55][CH2:56][CH:51]([O:50][C:47](=[O:49])[CH3:48])[CH2:52][CH2:53]2)=[O:21])=[CH:16][CH:15]=1)=[C:5](/[CH:10]([CH3:11])[CH3:12])\[C:6]([O:8][CH3:9])=[O:7]. (3) Given the reactants [Cl:1][C:2]1[CH:3]=[C:4]([C@@H:12]([CH2:26][CH:27]2[CH2:31][CH2:30][CH2:29][CH2:28]2)[C:13]([NH:15][C:16]2[CH:21]=[N:20][C:19]([CH:22]([C:24]#[N:25])[OH:23])=[CH:18][N:17]=2)=[O:14])[CH:5]=[CH:6][C:7]=1[S:8]([CH3:11])(=[O:10])=[O:9].C(=O)([O-])[O-:33].[K+].[K+].OO, predict the reaction product. The product is: [C:24]([CH:22]([OH:23])[C:19]1[N:20]=[CH:21][C:16]([NH:15][C:13](=[O:14])[C@@H:12]([C:4]2[CH:5]=[CH:6][C:7]([S:8]([CH3:11])(=[O:9])=[O:10])=[C:2]([Cl:1])[CH:3]=2)[CH2:26][CH:27]2[CH2:31][CH2:30][CH2:29][CH2:28]2)=[N:17][CH:18]=1)(=[O:33])[NH2:25]. (4) Given the reactants [N:1]1[CH:6]=[CH:5][CH:4]=[CH:3][C:2]=1[C:7]([OH:9])=O.S(Cl)(Cl)=O.[CH2:14]([O:16][C:17](=[O:22])[CH:18]([NH2:21])[C:19]#[N:20])[CH3:15].C(N(CC)CC)C, predict the reaction product. The product is: [CH2:14]([O:16][C:17](=[O:22])[CH:18]([C:19]#[N:20])[NH:21][C:7]([C:2]1[CH:3]=[CH:4][CH:5]=[CH:6][N:1]=1)=[O:9])[CH3:15]. (5) Given the reactants [NH2:1][CH:2]1[CH2:7][CH2:6][N:5]([C:8]([O:10][CH2:11][C:12]2[CH:17]=[CH:16][CH:15]=[CH:14][CH:13]=2)=[O:9])[CH2:4][CH2:3]1.[C:18]([NH:25][CH2:26][CH:27]=O)([O:20][C:21]([CH3:24])([CH3:23])[CH3:22])=[O:19].[BH4-].[Na+], predict the reaction product. The product is: [CH2:11]([O:10][C:8]([N:5]1[CH2:4][CH2:3][CH:2]([NH:1][CH2:27][CH2:26][NH:25][C:18]([O:20][C:21]([CH3:24])([CH3:23])[CH3:22])=[O:19])[CH2:7][CH2:6]1)=[O:9])[C:12]1[CH:17]=[CH:16][CH:15]=[CH:14][CH:13]=1. (6) Given the reactants [OH-].[K+].[OH:3][C:4]1[C:13]2[C:8](=[CH:9][CH:10]=[CH:11][CH:12]=2)[N:7]([N:14]=CC2C=CC=CC=2)[C:6](=[O:22])[C:5]=1C(OCC)=O, predict the reaction product. The product is: [NH2:14][N:7]1[C:8]2[C:13](=[CH:12][CH:11]=[CH:10][CH:9]=2)[C:4]([OH:3])=[CH:5][C:6]1=[O:22]. (7) Given the reactants [C:1]([O:5][C:6]([N:8]1[CH2:13][C@H:12]2[C@H:10]([CH2:11]2)[C@H:9]1[CH2:14][NH2:15])=[O:7])([CH3:4])([CH3:3])[CH3:2].[O:16]1[C:20]2=[CH:21][CH:22]=[CH:23][C:24]([C:25](O)=[O:26])=[C:19]2[CH2:18][CH2:17]1, predict the reaction product. The product is: [C:1]([O:5][C:6]([N:8]1[CH2:13][C@H:12]2[C@H:10]([CH2:11]2)[C@H:9]1[CH2:14][NH:15][C:25]([C:24]1[CH:23]=[CH:22][CH:21]=[C:20]2[O:16][CH2:17][CH2:18][C:19]=12)=[O:26])=[O:7])([CH3:4])([CH3:3])[CH3:2]. (8) Given the reactants C(Cl)Cl.C(OC(=O)/C=C/[C@H:10]1[CH2:14][CH2:13][C@@H:12]([C:15]2[CH:20]=[C:19]([F:21])[C:18]([F:22])=[C:17]([F:23])[CH:16]=2)[N:11]1[C:24](=[O:28])[CH2:25][CH:26]=[CH2:27])C, predict the reaction product. The product is: [F:21][C:19]1[CH:20]=[C:15]([C@H:12]2[N:11]3[C@@H:10]([CH:27]=[CH:26][CH2:25][C:24]3=[O:28])[CH2:14][CH2:13]2)[CH:16]=[C:17]([F:23])[C:18]=1[F:22]. (9) Given the reactants O=[C:2]1[CH2:9][CH2:8][CH2:7][CH:6]([C:10]#[N:11])[CH2:5][CH2:4][CH2:3]1.C([O-])(=O)C.[NH4+].C([BH3-])#[N:18].[Na+], predict the reaction product. The product is: [NH2:18][CH:2]1[CH2:9][CH2:8][CH2:7][CH:6]([C:10]#[N:11])[CH2:5][CH2:4][CH2:3]1. (10) Given the reactants [CH3:1][O:2][C:3]1[CH:8]=[CH:7][C:6]([C:9]2[C:17]3[C:12](=[C:13]([CH3:18])[CH:14]=[CH:15][CH:16]=3)[NH:11][N:10]=2)=[CH:5][CH:4]=1.[H-].[Na+].I[CH:22]([CH3:24])[CH3:23], predict the reaction product. The product is: [CH:22]([N:11]1[C:12]2[C:17](=[CH:16][CH:15]=[CH:14][C:13]=2[CH3:18])[C:9]([C:6]2[CH:5]=[CH:4][C:3]([O:2][CH3:1])=[CH:8][CH:7]=2)=[N:10]1)([CH3:24])[CH3:23].